Dataset: Experimentally validated miRNA-target interactions with 360,000+ pairs, plus equal number of negative samples. Task: Binary Classification. Given a miRNA mature sequence and a target amino acid sequence, predict their likelihood of interaction. (1) The miRNA is mmu-miR-26b-5p with sequence UUCAAGUAAUUCAGGAUAGGU. The protein sequence of the target gene is MRGGGFGDRDRDRDRGGFGARGGSGLPPKKFGNPGERLRKKKWDLSELPKFEKNFYVEHPEVARLTPYEVDELRRKKEITVRGGDVCPKPVFAFHHANFPQYVMDVLMDQHFTEPTPIQCQGFPLALSGRDMVGIAQTGSGKTLAYLLPAIVHINHQPYLERGDGPICLVLAPTRELAQQVQQVADDYGKCSRLKSTCIYGGAPKGPQIRDLERGVEICIATPGRLIDFLESGKTNLRRCTYLVLDEADRMLDMGFEPQIRKIVDQIRPDRQTLMWSATWPKEVRQLAEDFLRDYTQINV.... Result: 1 (interaction). (2) The miRNA is hsa-miR-433-3p with sequence AUCAUGAUGGGCUCCUCGGUGU. The protein sequence of the target gene is MEGGGKPNSASNSRDDGNSVFPSKAPATGPVAADKRLGTPPGGGAAGKEHGNSVCFKVDGGGGEEPAGSFEDAEGPRRQYGFMQRQFTSMLQPGVNKFSLRMFGSQKAVEKEQERVKTAGFWIIHPYSDFRFYWDLIMLIMMVGNLVIIPVGITFFTEQTTTPWIIFNVASDTVFLLDLIMNFRTGTVNEDSSEIILDPKVIKMNYLKSWFVVDFISSIPVDYIFLIVEKGMDSEVYKTARALRIVRFTKILSLLRLLRLSRLIRYIHQWEEIFHMTYDLASAVVRIFNLIGMMLLLCHW.... Result: 0 (no interaction). (3) The miRNA is hsa-miR-6885-5p with sequence AGGGGGGCACUGCGCAAGCAAAGCC. The protein sequence of the target gene is MEPPDAPAQARGAPRLLLLAVLLAAHPDAQAEVRLSVPPLVEVMRGKSVILDCTPTGTHDHYMLEWFLTDRSGARPRLASAEMQGSELQVTMHDTRGRSPPYQLDSQGRLVLAEAQVGDERDYVCVVRAGAAGTAEATARLNVFAKPEATEVSPNKGTLSVMEDSAQEIATCNSRNGNPAPKITWYRNGQRLEVPVEMNPEGYMTSRTVREASGLLSLTSTLYLRLRKDDRDASFHCAAHYSLPEGRHGRLDSPTFHLTLHYPTEHVQFWVGSPSTPAGWVREGDTVQLLCRGDGSPSPE.... Result: 1 (interaction). (4) The miRNA is hsa-miR-3189-5p with sequence UGCCCCAUCUGUGCCCUGGGUAGGA. The protein sequence of the target gene is MPFSDFVLALKDNPYFGAGFGLVGVGTALAMARKGAQLGLVAFRRHYMITLEVPARDRSYAWLLSWLTRHSTRTQHLSVETSYLQHESGRISTKFEFIPSPGNHFIWYQGKWIRVERNRDMQMVDLQTGTPWESVTFTALGTDRKVFFNILEEARALALQQEEGKTVMYTAVGSEWRTFGYPRRRRPLDSVVLQQGLADRIVKDIREFIDNPKWYIDRGIPYRRGYLLYGPPGCGKSSFITALAGELEHSICLLSLTDSSLSDDRLNHLLSVAPQQSLVLLEDVDAAFLSRDLAVENPIK.... Result: 0 (no interaction). (5) The miRNA is hsa-miR-7974 with sequence AGGCUGUGAUGCUCUCCUGAGCCC. The protein sequence of the target gene is MEPAGGGGGVSSSTDPRSTYVLSNLAEVVERVFTFLPAKALLRVAGVCRLWRECVRRVLRTHRSVTWISAGVAEAGHLEGHCLVRVVAEALENVRILPQTVLYMADSETFISLEECRGHKRARKRTTMETACALEKLFPKQCQVLGIVTPGIVVTPMGSGSNRPQEIEIGESGFALLFPQIEGIKIQPFHFIKDSKNLTLERHQLTEVGLLDNPELRVVLVFGYNCCKVGASNYLHRVVSTFSDMNIILAGGQVDNLSSLTCEKNPLDIDATGVVGLSFSGHRIQSATVLLTEDVNDAKT.... Result: 0 (no interaction).